This data is from CYP2C9 inhibition data for predicting drug metabolism from PubChem BioAssay. The task is: Regression/Classification. Given a drug SMILES string, predict its absorption, distribution, metabolism, or excretion properties. Task type varies by dataset: regression for continuous measurements (e.g., permeability, clearance, half-life) or binary classification for categorical outcomes (e.g., BBB penetration, CYP inhibition). Dataset: cyp2c9_veith. The drug is Cc1nc2cnc(N3CCN(C)CC3)nc2n(Cc2cccs2)c1=O. The result is 0 (non-inhibitor).